The task is: Regression. Given two drug SMILES strings and cell line genomic features, predict the synergy score measuring deviation from expected non-interaction effect.. This data is from NCI-60 drug combinations with 297,098 pairs across 59 cell lines. (1) Drug 1: CC1C(C(=O)NC(C(=O)N2CCCC2C(=O)N(CC(=O)N(C(C(=O)O1)C(C)C)C)C)C(C)C)NC(=O)C3=C4C(=C(C=C3)C)OC5=C(C(=O)C(=C(C5=N4)C(=O)NC6C(OC(=O)C(N(C(=O)CN(C(=O)C7CCCN7C(=O)C(NC6=O)C(C)C)C)C)C(C)C)C)N)C. Drug 2: CS(=O)(=O)OCCCCOS(=O)(=O)C. Cell line: SK-OV-3. Synergy scores: CSS=12.6, Synergy_ZIP=-4.70, Synergy_Bliss=0.703, Synergy_Loewe=-18.4, Synergy_HSA=0.380. (2) Drug 1: C1=CC=C(C(=C1)C(C2=CC=C(C=C2)Cl)C(Cl)Cl)Cl. Drug 2: CC1CCCC2(C(O2)CC(NC(=O)CC(C(C(=O)C(C1O)C)(C)C)O)C(=CC3=CSC(=N3)C)C)C. Cell line: HL-60(TB). Synergy scores: CSS=67.3, Synergy_ZIP=0.487, Synergy_Bliss=0.436, Synergy_Loewe=-15.8, Synergy_HSA=3.34. (3) Drug 1: CC1=C(C=C(C=C1)NC2=NC=CC(=N2)N(C)C3=CC4=NN(C(=C4C=C3)C)C)S(=O)(=O)N.Cl. Drug 2: C(CCl)NC(=O)N(CCCl)N=O. Cell line: ACHN. Synergy scores: CSS=-5.38, Synergy_ZIP=-2.31, Synergy_Bliss=-8.08, Synergy_Loewe=-14.0, Synergy_HSA=-9.42.